Task: Predict the reaction yield, written as a fraction of the theoretical maximum amount of product (1.0 means a 100% yield; for example, 0.34 means a 34% yield).. Dataset: Reaction yield outcomes from USPTO patents with 853,638 reactions (1) The reactants are Cl.C([O:9][C:10]1[CH:15]=[CH:14][CH:13]=[CH:12][C:11]=1[CH:16]([C:18]1[CH:23]=[CH:22][C:21]([S:24]([CH3:27])(=[O:26])=[O:25])=[CH:20][CH:19]=1)O)C1C=CC=CC=1.C(=O)([O-])O.[Na+]. The catalyst is [OH-].[Pd+2].[OH-].CO.C(OCC)(=O)C. The product is [CH3:27][S:24]([C:21]1[CH:22]=[CH:23][C:18]([CH2:16][C:11]2[CH:12]=[CH:13][CH:14]=[CH:15][C:10]=2[OH:9])=[CH:19][CH:20]=1)(=[O:25])=[O:26]. The yield is 0.850. (2) The yield is 1.00. The product is [CH3:14][O:15][C:16]1[CH:21]=[CH:20][C:19]([O:22][C:2]2[CH:7]=[CH:6][C:5]([C:8]3[CH:13]=[CH:12][CH:11]=[CH:10][CH:9]=3)=[CH:4][CH:3]=2)=[CH:18][CH:17]=1. The catalyst is O1CCOCC1.O.C(OCC)(=O)C.Cl.CN(C)CC(O)=O. The reactants are Br[C:2]1[CH:7]=[CH:6][C:5]([C:8]2[CH:13]=[CH:12][CH:11]=[CH:10][CH:9]=2)=[CH:4][CH:3]=1.[CH3:14][O:15][C:16]1[CH:21]=[CH:20][C:19]([OH:22])=[CH:18][CH:17]=1.C(=O)([O-])[O-].[Cs+].[Cs+]. (3) The reactants are Br[C:2]1[CH:14]=[CH:13][C:12]2[C:11]3[C:6](=[CH:7][C:8](Br)=[CH:9][CH:10]=3)[C:5]([CH2:18][CH3:19])([CH2:16][CH3:17])[C:4]=2[CH:3]=1.[CH2:20]([O:28][C:29]1[CH:34]=[CH:33][C:32]([C:35]2[CH:40]=[CH:39][C:38](B(O)O)=[CH:37][CH:36]=2)=[CH:31][CH:30]=1)[CH2:21][CH2:22][CH2:23][CH2:24][CH2:25][CH2:26][CH3:27].C(=O)([O-])[O-].[Na+].[Na+].CO[CH2:52][CH2:53][O:54][CH3:55]. The catalyst is C1C=CC([P]([Pd]([P](C2C=CC=CC=2)(C2C=CC=CC=2)C2C=CC=CC=2)([P](C2C=CC=CC=2)(C2C=CC=CC=2)C2C=CC=CC=2)[P](C2C=CC=CC=2)(C2C=CC=CC=2)C2C=CC=CC=2)(C2C=CC=CC=2)C2C=CC=CC=2)=CC=1.O. The product is [CH2:16]([C:5]1([CH2:18][CH3:19])[C:4]2[CH:3]=[C:2]([C:38]3[CH:39]=[CH:40][C:35]([C:32]4[CH:33]=[CH:34][C:29]([O:28][CH2:20][CH2:21][CH2:22][CH2:23][CH2:24][CH2:25][CH2:26][CH3:27])=[CH:30][CH:31]=4)=[CH:36][CH:37]=3)[CH:14]=[CH:13][C:12]=2[C:11]2[C:6]1=[CH:7][C:8]([C:29]1[CH:30]=[CH:31][C:32]([C:35]3[CH:36]=[CH:37][C:53]([O:54][CH2:55][CH2:26][CH2:25][CH2:24][CH2:23][CH2:22][CH2:21][CH3:20])=[CH:52][CH:40]=3)=[CH:33][CH:34]=1)=[CH:9][CH:10]=2)[CH3:17]. The yield is 0.650. (4) The reactants are [CH3:1][C:2]1[C:6]([CH2:7][N:8]2[CH:12]=[C:11]([N:13]3[C:17](=[O:18])[CH2:16][NH:15][C:14]3=[O:19])[CH:10]=[N:9]2)=[C:5]([CH3:20])[O:4][N:3]=1.[CH3:21][O:22][C:23]1[CH:31]=[CH:30][C:26]([CH2:27][CH2:28]Br)=[CH:25][CH:24]=1. No catalyst specified. The product is [CH3:1][C:2]1[C:6]([CH2:7][N:8]2[CH:12]=[C:11]([N:13]3[C:17](=[O:18])[CH2:16][N:15]([CH2:28][CH2:27][C:26]4[CH:30]=[CH:31][C:23]([O:22][CH3:21])=[CH:24][CH:25]=4)[C:14]3=[O:19])[CH:10]=[N:9]2)=[C:5]([CH3:20])[O:4][N:3]=1. The yield is 0.320. (5) The reactants are [CH3:1][C:2]1[CH:11]=[CH:10][C:5]([C:6]([O:8][CH3:9])=[O:7])=[CH:4][C:3]=1[CH:12]1[CH2:16][CH2:15][CH2:14][NH:13]1.[Cl:17][C:18]1[C:19]([O:31][CH2:32][O:33][CH3:34])=[CH:20][C:21]([O:27][CH2:28][O:29][CH3:30])=[C:22]([CH:26]=1)[C:23](O)=[O:24].CN1CCOCC1.Cl.CN(C)CCCN=C=NCC.ON1C2C=CC=CC=2N=N1. The catalyst is CN(C=O)C.CCOC(C)=O.O. The product is [Cl:17][C:18]1[C:19]([O:31][CH2:32][O:33][CH3:34])=[CH:20][C:21]([O:27][CH2:28][O:29][CH3:30])=[C:22]([CH:26]=1)[C:23]([N:13]1[CH2:14][CH2:15][CH2:16][CH:12]1[C:3]1[CH:4]=[C:5]([CH:10]=[CH:11][C:2]=1[CH3:1])[C:6]([O:8][CH3:9])=[O:7])=[O:24]. The yield is 0.819. (6) The reactants are [F:1][C:2]([F:23])([F:22])[C:3]1[CH:4]=[C:5]([C:9]2[S:10][C:11]3[C:12](=[C:14]([C:18]([O:20]C)=[O:19])[CH:15]=[CH:16][CH:17]=3)[N:13]=2)[CH:6]=[CH:7][CH:8]=1.[OH-].[Na+].Cl. The catalyst is O.CO. The product is [F:23][C:2]([F:1])([F:22])[C:3]1[CH:4]=[C:5]([C:9]2[S:10][C:11]3[C:12](=[C:14]([C:18]([OH:20])=[O:19])[CH:15]=[CH:16][CH:17]=3)[N:13]=2)[CH:6]=[CH:7][CH:8]=1. The yield is 0.920. (7) The reactants are [Cl:1][C:2]1[C:11]2[C:6](=[CH:7][C:8]([O:20][CH3:21])=[CH:9][C:10]=2[O:12][CH:13]2[CH2:18][CH2:17][N:16]([CH3:19])[CH2:15][CH2:14]2)[N:5]=[CH:4][N:3]=1.[C:22]([C:24]1[CH:25]=[C:26]([CH:28]=[CH:29][C:30]=1[O:31][CH2:32][C:33]1[CH:38]=[CH:37][CH:36]=[C:35]([F:39])[CH:34]=1)[NH2:27])#[CH:23]. No catalyst specified. The product is [ClH:1].[C:22]([C:24]1[CH:25]=[C:26]([CH:28]=[CH:29][C:30]=1[O:31][CH2:32][C:33]1[CH:38]=[CH:37][CH:36]=[C:35]([F:39])[CH:34]=1)[NH:27][C:2]1[C:11]2[C:6](=[CH:7][C:8]([O:20][CH3:21])=[CH:9][C:10]=2[O:12][CH:13]2[CH2:18][CH2:17][N:16]([CH3:19])[CH2:15][CH2:14]2)[N:5]=[CH:4][N:3]=1)#[CH:23]. The yield is 0.600. (8) The reactants are [CH3:1][C:2]([CH3:36])([Si:4]([CH3:35])([CH3:34])[O:5][CH2:6][C@@H:7]([N:20]([CH2:28][C:29](=[O:33])/[CH:30]=C/C)[C:21](=[O:27])[O:22][C:23]([CH3:26])([CH3:25])[CH3:24])[C:8](=C)[CH2:9][CH2:10][O:11][Si:12]([CH3:18])([CH3:17])[C:13]([CH3:16])([CH3:15])[CH3:14])[CH3:3]. The catalyst is C1(C)C=CC=CC=1.CC1C=C(C)C(N2C(=[Ru](Cl)(Cl)=CC3C=CC=CC=3OC(C)C)N(C3C(C)=CC(C)=CC=3C)CC2)=C(C)C=1. The product is [Si:12]([O:11][CH2:10][CH2:9][C:8]1[C@@H:7]([CH2:6][O:5][Si:4]([C:2]([CH3:36])([CH3:3])[CH3:1])([CH3:35])[CH3:34])[N:20]([C:21]([O:22][C:23]([CH3:25])([CH3:24])[CH3:26])=[O:27])[CH2:28][C:29](=[O:33])[CH:30]=1)([C:13]([CH3:15])([CH3:16])[CH3:14])([CH3:18])[CH3:17]. The yield is 0.930. (9) The product is [Cl:1][C:2]1[CH:22]=[N:21][C:5]2[N:6]=[C:7]([N:12]3[CH2:17][CH2:16][N:15]4[CH2:18][CH2:19][CH2:20][CH:14]4[CH2:13]3)[C:8]3[N:9]([CH:23]=[N:11][N:10]=3)[C:4]=2[CH:3]=1. The reactants are [Cl:1][C:2]1[CH:22]=[N:21][C:5]2=[N:6][C:7]([N:12]3[CH2:17][CH2:16][N:15]4[CH2:18][CH2:19][CH2:20][CH:14]4[CH2:13]3)=[C:8]([NH:10][NH2:11])[N:9]=[C:4]2[CH:3]=1.[CH:23](OC)(OC)OC. The yield is 0.790. No catalyst specified. (10) The reactants are [CH3:1][O:2][C:3]1[CH:8]=[CH:7][CH:6]=[CH:5][C:4]=1O.CN(C)C1C=CC=CC=1.[C:19]([Cl:22])(Cl)=[O:20].CN(C=[O:27])C. The catalyst is C1(C)C=CC=CC=1.ClC1C=CC=CC=1. The product is [Cl:22][C:19]([O:20][C:4]1[CH:5]=[CH:6][CH:7]=[CH:8][C:3]=1[O:2][CH3:1])=[O:27]. The yield is 0.500.